This data is from Reaction yield outcomes from USPTO patents with 853,638 reactions. The task is: Predict the reaction yield, written as a fraction of the theoretical maximum amount of product (1.0 means a 100% yield; for example, 0.34 means a 34% yield). (1) The reactants are C1C=CC(P(C2C=CC=CC=2)C2C=CC=CC=2)=CC=1.II.[CH2:22]([O:29][N:30]1[C:36](=[O:37])[N:35]2[CH2:38][C@H:31]1[CH2:32][CH2:33][C@H:34]2[C:39]([NH:41][NH:42][C:43](=O)[CH2:44][C:45]1([NH:48][C:49](=[O:55])[O:50][C:51]([CH3:54])([CH3:53])[CH3:52])[CH2:47][CH2:46]1)=[O:40])[C:23]1[CH:28]=[CH:27][CH:26]=[CH:25][CH:24]=1. The catalyst is C(Cl)Cl. The product is [CH2:22]([O:29][N:30]1[C:36](=[O:37])[N:35]2[CH2:38][C@H:31]1[CH2:32][CH2:33][C@H:34]2[C:39]1[O:40][C:43]([CH2:44][C:45]2([NH:48][C:49](=[O:55])[O:50][C:51]([CH3:52])([CH3:53])[CH3:54])[CH2:47][CH2:46]2)=[N:42][N:41]=1)[C:23]1[CH:28]=[CH:27][CH:26]=[CH:25][CH:24]=1. The yield is 0.870. (2) The reactants are P(Cl)(Cl)(Cl)=O.C([O:9][C:10]1[CH:19]=[C:18]2[C:13]([C:14](=O)[NH:15][CH:16]=[N:17]2)=[C:12]([O:21][CH:22]([CH3:24])[CH3:23])[CH:11]=1)(=O)C.C(N(C(C)C)CC)(C)C.[NH2:34][C:35]1[CH:36]=[N:37][N:38]([CH2:40][C:41]([NH:43][C:44]2[CH:49]=[CH:48][CH:47]=[C:46]([F:50])[C:45]=2[F:51])=[O:42])[CH:39]=1. The catalyst is ClCCCl.O. The product is [F:51][C:45]1[C:46]([F:50])=[CH:47][CH:48]=[CH:49][C:44]=1[NH:43][C:41](=[O:42])[CH2:40][N:38]1[CH:39]=[C:35]([NH:34][C:14]2[C:13]3[C:18](=[CH:19][C:10]([OH:9])=[CH:11][C:12]=3[O:21][CH:22]([CH3:23])[CH3:24])[N:17]=[CH:16][N:15]=2)[CH:36]=[N:37]1. The yield is 0.600.